From a dataset of Reaction yield outcomes from USPTO patents with 853,638 reactions. Predict the reaction yield, written as a fraction of the theoretical maximum amount of product (1.0 means a 100% yield; for example, 0.34 means a 34% yield). The reactants are [NH2:1][CH:2]1[N:8]=[C:7]([CH3:9])[C:6]2[CH:10]=[CH:11][CH:12]=[C:13]([N:14]([CH3:16])[CH3:15])[C:5]=2[N:4]([CH2:17][C:18]([N:20]2[CH2:26][CH:25]3[CH2:27][CH2:28][CH:22]([CH2:23][CH2:24]3)[CH2:21]2)=[O:19])[C:3]1=[O:29].[C:30]1([CH3:39])[CH:35]=[CH:34][CH:33]=[C:32]([N:36]=[C:37]=[O:38])[CH:31]=1.[ClH:40]. The catalyst is O1CCCC1.C(OCC)(=O)C. The product is [ClH:40].[CH:25]12[CH2:24][CH2:23][CH:22]([CH2:28][CH2:27]1)[CH2:21][N:20]([C:18]([CH2:17][N:4]1[C:5]3[C:13]([N:14]([CH3:16])[CH3:15])=[CH:12][CH:11]=[CH:10][C:6]=3[C:7]([CH3:9])=[N:8][CH:2]([NH:1][C:37]([NH:36][C:32]3[CH:33]=[CH:34][CH:35]=[C:30]([CH3:39])[CH:31]=3)=[O:38])[C:3]1=[O:29])=[O:19])[CH2:26]2. The yield is 0.615.